The task is: Regression. Given two drug SMILES strings and cell line genomic features, predict the synergy score measuring deviation from expected non-interaction effect.. This data is from NCI-60 drug combinations with 297,098 pairs across 59 cell lines. (1) Drug 1: COC1=C2C(=CC3=C1OC=C3)C=CC(=O)O2. Drug 2: C1CNP(=O)(OC1)N(CCCl)CCCl. Cell line: HCC-2998. Synergy scores: CSS=-3.35, Synergy_ZIP=4.09, Synergy_Bliss=4.20, Synergy_Loewe=-0.864, Synergy_HSA=-2.09. (2) Drug 1: COC1=CC(=CC(=C1O)OC)C2C3C(COC3=O)C(C4=CC5=C(C=C24)OCO5)OC6C(C(C7C(O6)COC(O7)C8=CC=CS8)O)O. Drug 2: C1C(C(OC1N2C=NC3=C2NC=NCC3O)CO)O. Cell line: DU-145. Synergy scores: CSS=16.1, Synergy_ZIP=-2.17, Synergy_Bliss=-3.35, Synergy_Loewe=0.217, Synergy_HSA=-0.769. (3) Drug 1: C1=C(C(=O)NC(=O)N1)F. Drug 2: C1CN(CCN1C(=O)CCBr)C(=O)CCBr. Cell line: NCI-H322M. Synergy scores: CSS=12.7, Synergy_ZIP=-3.60, Synergy_Bliss=-1.56, Synergy_Loewe=-9.10, Synergy_HSA=-3.84. (4) Drug 1: C1=CN(C(=O)N=C1N)C2C(C(C(O2)CO)O)O.Cl. Drug 2: CC=C1C(=O)NC(C(=O)OC2CC(=O)NC(C(=O)NC(CSSCCC=C2)C(=O)N1)C(C)C)C(C)C. Cell line: SW-620. Synergy scores: CSS=52.7, Synergy_ZIP=-1.62, Synergy_Bliss=-1.97, Synergy_Loewe=-1.27, Synergy_HSA=0.0834. (5) Drug 1: COC1=C(C=C2C(=C1)N=CN=C2NC3=CC(=C(C=C3)F)Cl)OCCCN4CCOCC4. Drug 2: CC1C(C(=O)NC(C(=O)N2CCCC2C(=O)N(CC(=O)N(C(C(=O)O1)C(C)C)C)C)C(C)C)NC(=O)C3=C4C(=C(C=C3)C)OC5=C(C(=O)C(=C(C5=N4)C(=O)NC6C(OC(=O)C(N(C(=O)CN(C(=O)C7CCCN7C(=O)C(NC6=O)C(C)C)C)C)C(C)C)C)N)C. Cell line: COLO 205. Synergy scores: CSS=16.6, Synergy_ZIP=12.4, Synergy_Bliss=19.7, Synergy_Loewe=19.7, Synergy_HSA=19.4. (6) Drug 1: CC1=C2C(C(=O)C3(C(CC4C(C3C(C(C2(C)C)(CC1OC(=O)C(C(C5=CC=CC=C5)NC(=O)OC(C)(C)C)O)O)OC(=O)C6=CC=CC=C6)(CO4)OC(=O)C)OC)C)OC. Drug 2: C1CC(C1)(C(=O)O)C(=O)O.[NH2-].[NH2-].[Pt+2]. Cell line: OVCAR-4. Synergy scores: CSS=49.6, Synergy_ZIP=-0.931, Synergy_Bliss=3.60, Synergy_Loewe=-11.0, Synergy_HSA=7.50. (7) Drug 1: CCCCC(=O)OCC(=O)C1(CC(C2=C(C1)C(=C3C(=C2O)C(=O)C4=C(C3=O)C=CC=C4OC)O)OC5CC(C(C(O5)C)O)NC(=O)C(F)(F)F)O. Drug 2: CC(C)NC(=O)C1=CC=C(C=C1)CNNC.Cl. Cell line: LOX IMVI. Synergy scores: CSS=26.5, Synergy_ZIP=-1.99, Synergy_Bliss=2.99, Synergy_Loewe=-7.11, Synergy_HSA=2.22.